Task: Predict the product of the given reaction.. Dataset: Forward reaction prediction with 1.9M reactions from USPTO patents (1976-2016) Given the reactants [Cl:1][C:2]1[C:3]([N:19]2[CH2:24][CH2:23][CH2:22][C@@H:21]([NH:25]C(=O)OC(C)(C)C)[CH2:20]2)=[C:4]2[C:10]([NH:11][C:12]([CH:14]3[CH2:18][CH2:17][CH2:16][CH2:15]3)=[O:13])=[CH:9][NH:8][C:5]2=[N:6][CH:7]=1, predict the reaction product. The product is: [ClH:1].[NH2:25][C@@H:21]1[CH2:22][CH2:23][CH2:24][N:19]([C:3]2[C:2]([Cl:1])=[CH:7][N:6]=[C:5]3[NH:8][CH:9]=[C:10]([NH:11][C:12]([CH:14]4[CH2:15][CH2:16][CH2:17][CH2:18]4)=[O:13])[C:4]=23)[CH2:20]1.